Regression. Given a peptide amino acid sequence and an MHC pseudo amino acid sequence, predict their binding affinity value. This is MHC class II binding data. From a dataset of Peptide-MHC class II binding affinity with 134,281 pairs from IEDB. (1) The peptide sequence is GELQIVDKIDRAFKI. The MHC is DRB1_1101 with pseudo-sequence DRB1_1101. The binding affinity (normalized) is 0.653. (2) The peptide sequence is QEVEFIGYGKATLECKK. The MHC is DRB1_0901 with pseudo-sequence DRB1_0901. The binding affinity (normalized) is 0.551. (3) The peptide sequence is ATPEAKFDSFVAAFT. The MHC is DRB1_1201 with pseudo-sequence DRB1_1201. The binding affinity (normalized) is 0.129. (4) The peptide sequence is LCSDKQPCNGVTMND. The MHC is DRB1_1602 with pseudo-sequence DRB1_1602. The binding affinity (normalized) is 0. (5) The peptide sequence is KAYQQGVTVDSIGMLPRFTP. The MHC is DRB3_0101 with pseudo-sequence DRB3_0101. The binding affinity (normalized) is 0.588. (6) The peptide sequence is GEIGAVTLDFKPGTS. The MHC is DRB1_0301 with pseudo-sequence DRB1_0301. The binding affinity (normalized) is 0.659. (7) The peptide sequence is SLTLACLTKQGQVDL. The MHC is DRB1_0101 with pseudo-sequence DRB1_0101. The binding affinity (normalized) is 0.366. (8) The peptide sequence is MTSRFMTDPHAMRDM. The MHC is DRB1_0101 with pseudo-sequence DRB1_0101. The binding affinity (normalized) is 0.473. (9) The peptide sequence is GELQIVDRIDAAFKI. The MHC is DRB4_0101 with pseudo-sequence DRB4_0103. The binding affinity (normalized) is 0.861. (10) The peptide sequence is NTLYLQMNSLRAEDT. The MHC is DRB4_0101 with pseudo-sequence DRB4_0103. The binding affinity (normalized) is 0.617.